The task is: Predict the reaction yield, written as a fraction of the theoretical maximum amount of product (1.0 means a 100% yield; for example, 0.34 means a 34% yield).. This data is from Reaction yield outcomes from USPTO patents with 853,638 reactions. (1) The reactants are [NH2:1][C:2]1[CH:11]=[C:10]([Cl:12])[C:9]([C:13]2[CH:14]=[C:15]3[C:19](=[CH:20][CH:21]=2)[N:18]([CH3:22])[CH:17]=[CH:16]3)=[CH:8][C:3]=1[C:4]([O:6][CH3:7])=[O:5].[CH3:23][O:24][C:25]([C:27]1[CH:28]=[C:29]([CH2:33][C:34](O)=[O:35])[CH:30]=[CH:31][CH:32]=1)=[O:26].CN(C(ON1N=NC2C=CC=NC1=2)=[N+](C)C)C.F[P-](F)(F)(F)(F)F.C(N(CC)CC)C. The catalyst is ClCCl. The product is [Cl:12][C:10]1[C:9]([C:13]2[CH:14]=[C:15]3[C:19](=[CH:20][CH:21]=2)[N:18]([CH3:22])[CH:17]=[CH:16]3)=[CH:8][C:3]([C:4]([O:6][CH3:7])=[O:5])=[C:2]([NH:1][C:34](=[O:35])[CH2:33][C:29]2[CH:30]=[CH:31][CH:32]=[C:27]([C:25]([O:24][CH3:23])=[O:26])[CH:28]=2)[CH:11]=1. The yield is 0.880. (2) The reactants are F[C:2]1[CH:27]=[CH:26][C:5]([C:6]([NH:8][C:9]2[S:13][C:12]([NH:14][C:15]3[CH:20]=[CH:19][C:18]([O:21][CH3:22])=[CH:17][CH:16]=3)=[N:11][C:10]=2[C:23]([NH2:25])=[O:24])=[O:7])=[CH:4][C:3]=1[N+:28]([O-:30])=[O:29].[NH3:31]. The catalyst is CC(N(C)C)=O.O. The product is [NH2:31][C:2]1[CH:27]=[CH:26][C:5]([C:6]([NH:8][C:9]2[S:13][C:12]([NH:14][C:15]3[CH:20]=[CH:19][C:18]([O:21][CH3:22])=[CH:17][CH:16]=3)=[N:11][C:10]=2[C:23]([NH2:25])=[O:24])=[O:7])=[CH:4][C:3]=1[N+:28]([O-:30])=[O:29]. The yield is 0.860. (3) The reactants are [CH2:1]([O:8][C:9]([N:11]1[CH2:15][CH2:14][C:13]([CH2:19][F:20])(C(O)=O)[CH2:12]1)=[O:10])[C:2]1[CH:7]=[CH:6][CH:5]=[CH:4][CH:3]=1.C([N:23]([CH2:26]C)CC)C.C1(P(N=[N+]=[N-])(C2C=CC=CC=2)=[O:35])C=CC=CC=1.[CH3:45][C:46]([OH:49])([CH3:48])[CH3:47]. No catalyst specified. The product is [C:46]([O:49][C:26]([NH:23][C:13]1([CH2:19][F:20])[CH2:14][CH2:15][N:11]([C:9]([O:8][CH2:1][C:2]2[CH:3]=[CH:4][CH:5]=[CH:6][CH:7]=2)=[O:10])[CH2:12]1)=[O:35])([CH3:48])([CH3:47])[CH3:45]. The yield is 0.650. (4) The reactants are [C:1]([O:5][C:6]([C:8]1[O:9][C:10]2[CH:17]=[CH:16][CH:15]=[C:14]([OH:18])[C:11]=2[C:12]=1[CH3:13])=[O:7])([CH3:4])([CH3:3])[CH3:2].Br[CH2:20][C:21]([O:23][CH3:24])=[O:22].CN(C=O)C. The catalyst is O. The product is [C:1]([O:5][C:6]([C:8]1[O:9][C:10]2[CH:17]=[CH:16][CH:15]=[C:14]([O:18][CH2:20][C:21]([O:23][CH3:24])=[O:22])[C:11]=2[C:12]=1[CH3:13])=[O:7])([CH3:4])([CH3:2])[CH3:3]. The yield is 0.920. (5) The reactants are Br[C:2]1[CH:3]=[C:4]([C:16]([NH:18][CH2:19][C:20]2[C:21](=[O:28])[NH:22][C:23]([CH3:27])=[CH:24][C:25]=2[CH3:26])=[O:17])[C:5]2[C:10]([CH2:11][CH3:12])=[N:9][N:8]([CH:13]([CH3:15])[CH3:14])[C:6]=2[N:7]=1.[CH3:29][C:30]1([CH3:47])[CH2:35][C:34](B2OC(C)(C)C(C)(C)O2)=[CH:33][C:32]([CH3:46])([CH3:45])[NH:31]1.C([O-])([O-])=O.[Na+].[Na+].CO.C(Cl)Cl. The catalyst is O1CCOCC1.C1C=CC([P]([Pd]([P](C2C=CC=CC=2)(C2C=CC=CC=2)C2C=CC=CC=2)([P](C2C=CC=CC=2)(C2C=CC=CC=2)C2C=CC=CC=2)[P](C2C=CC=CC=2)(C2C=CC=CC=2)C2C=CC=CC=2)(C2C=CC=CC=2)C2C=CC=CC=2)=CC=1. The product is [CH3:26][C:25]1[CH:24]=[C:23]([CH3:27])[NH:22][C:21](=[O:28])[C:20]=1[CH2:19][NH:18][C:16]([C:4]1[C:5]2[C:10]([CH2:11][CH3:12])=[N:9][N:8]([CH:13]([CH3:15])[CH3:14])[C:6]=2[N:7]=[C:2]([C:34]2[CH2:33][C:32]([CH3:46])([CH3:45])[NH:31][C:30]([CH3:47])([CH3:29])[CH:35]=2)[CH:3]=1)=[O:17]. The yield is 0.590. (6) The reactants are C[O:2][C:3]([C:5]1[S:13][C:8]2=[N:9][CH:10]=[CH:11][CH:12]=[C:7]2[C:6]=1[O:14][CH2:15][C:16](=[O:18])[NH2:17])=[O:4].CO.O.O[Li].O. The catalyst is C1COCC1. The product is [C:16]([CH2:15][O:14][C:6]1[C:7]2[C:8](=[N:9][CH:10]=[CH:11][CH:12]=2)[S:13][C:5]=1[C:3]([OH:4])=[O:2])(=[O:18])[NH2:17]. The yield is 0.930. (7) The reactants are Br[C:2]1[CH:7]=[CH:6][CH:5]=[CH:4][C:3]=1[S:8][CH2:9][C:10]([N:12]([CH:22]([CH3:24])[CH3:23])[NH:13][C:14](=[O:21])[C:15]1[CH:20]=[CH:19][CH:18]=[CH:17][CH:16]=1)=[O:11].C([O-])([O-])=O.[Na+].[Na+].[CH3:31][O:32][C:33]1[CH:34]=[C:35](B(O)O)[CH:36]=[CH:37][CH:38]=1. The catalyst is COCCOC. The product is [CH3:31][O:32][C:33]1[CH:38]=[C:37]([C:2]2[CH:7]=[CH:6][CH:5]=[CH:4][C:3]=2[S:8][CH2:9][C:10]([N:12]([CH:22]([CH3:24])[CH3:23])[NH:13][C:14](=[O:21])[C:15]2[CH:20]=[CH:19][CH:18]=[CH:17][CH:16]=2)=[O:11])[CH:36]=[CH:35][CH:34]=1. The yield is 0.550.